From a dataset of Full USPTO retrosynthesis dataset with 1.9M reactions from patents (1976-2016). Predict the reactants needed to synthesize the given product. (1) Given the product [N+:8]([C:5]1[N:6]=[CH:7][C:2]([N:14]2[CH2:13][CH2:12][N:11]([C:17]([O:19][C:20]([CH3:23])([CH3:22])[CH3:21])=[O:18])[CH2:16][CH2:15]2)=[CH:3][CH:4]=1)([O-:10])=[O:9], predict the reactants needed to synthesize it. The reactants are: F[C:2]1[CH:3]=[CH:4][C:5]([N+:8]([O-:10])=[O:9])=[N:6][CH:7]=1.[N:11]1([C:17]([O:19][C:20]([CH3:23])([CH3:22])[CH3:21])=[O:18])[CH2:16][CH2:15][NH:14][CH2:13][CH2:12]1.C(N(CC)CC)C. (2) The reactants are: [CH3:1][N:2]1[C:10]2[C:5](=[CH:6][C:7](B3OC(C)(C)C(C)(C)O3)=[CH:8][CH:9]=2)[CH:4]=[CH:3]1.Br[C:21]1[CH:22]=[C:23]([CH:25]=[CH:26][CH:27]=1)[NH2:24].[O-]P([O-])([O-])=O.[K+].[K+].[K+].C1(P(C2CCCCC2)C2CCCCC2)CCCCC1. Given the product [CH3:1][N:2]1[C:10]2[C:5](=[CH:6][C:7]([C:21]3[CH:22]=[C:23]([NH2:24])[CH:25]=[CH:26][CH:27]=3)=[CH:8][CH:9]=2)[CH:4]=[CH:3]1, predict the reactants needed to synthesize it. (3) The reactants are: [Cl:1][C:2]1[CH:7]=[CH:6][C:5]([C@H:8]2[N:15]3[C:11]([S:12][C:13]([C:19]([N:21]4[CH2:32][CH2:31][CH2:30][C@H:22]4[C:23]([O:25]C(C)(C)C)=[O:24])=[O:20])=[C:14]3[CH:16]([CH3:18])[CH3:17])=[N:10][C@:9]2([C:34]2[CH:39]=[CH:38][C:37]([Cl:40])=[CH:36][CH:35]=2)[CH3:33])=[CH:4][CH:3]=1. Given the product [Cl:1][C:2]1[CH:3]=[CH:4][C:5]([C@H:8]2[N:15]3[C:11]([S:12][C:13]([C:19]([N:21]4[CH2:32][CH2:31][CH2:30][C@H:22]4[C:23]([OH:25])=[O:24])=[O:20])=[C:14]3[CH:16]([CH3:17])[CH3:18])=[N:10][C@:9]2([C:34]2[CH:35]=[CH:36][C:37]([Cl:40])=[CH:38][CH:39]=2)[CH3:33])=[CH:6][CH:7]=1, predict the reactants needed to synthesize it. (4) The reactants are: [Cl:1][C:2]1[CH:23]=[C:22]([Cl:24])[CH:21]=[CH:20][C:3]=1[O:4][C:5]1[CH:19]=[CH:18][CH:17]=[CH:16][C:6]=1[C:7]([NH:9][CH:10]1[CH2:15][CH2:14][NH:13][CH2:12][CH2:11]1)=[O:8].C(N(CC)CC)C.[C:32](Cl)(=[O:36])[CH:33]([CH3:35])[CH3:34]. Given the product [Cl:1][C:2]1[CH:23]=[C:22]([Cl:24])[CH:21]=[CH:20][C:3]=1[O:4][C:5]1[CH:19]=[CH:18][CH:17]=[CH:16][C:6]=1[C:7]([NH:9][CH:10]1[CH2:15][CH2:14][N:13]([C:32](=[O:36])[CH:33]([CH3:35])[CH3:34])[CH2:12][CH2:11]1)=[O:8], predict the reactants needed to synthesize it. (5) Given the product [I:11][C:4]1[CH:3]=[C:2]([CH:7]=[C:6]([N+:8]([O-:10])=[O:9])[CH:5]=1)[O:12][C:13]1[CH:14]=[N:15][CH:16]=[N:17][CH:18]=1, predict the reactants needed to synthesize it. The reactants are: F[C:2]1[CH:7]=[C:6]([N+:8]([O-:10])=[O:9])[CH:5]=[C:4]([I:11])[CH:3]=1.[OH:12][C:13]1[CH:14]=[N:15][CH:16]=[N:17][CH:18]=1.C(=O)([O-])[O-].[K+].[K+].CN(C=O)C.